This data is from Full USPTO retrosynthesis dataset with 1.9M reactions from patents (1976-2016). The task is: Predict the reactants needed to synthesize the given product. The reactants are: [CH3:1][C:2]1[CH:7]=[CH:6][CH:5]=[CH:4][C:3]=1[C:8]1[CH:13]=[CH:12][C:11]([CH2:14][NH2:15])=[CH:10][CH:9]=1.[F:16][C:17]([F:43])([F:42])[C:18]1[CH:23]=[CH:22][C:21]([C:24]2[C:25]([C:30]([NH:32][C:33]3[CH:34]=[C:35]([C:39](O)=[O:40])[N:36]([CH3:38])[CH:37]=3)=[O:31])=[CH:26][CH:27]=[CH:28][CH:29]=2)=[CH:20][CH:19]=1.CN(C(ON1N=NC2C=CC=CC1=2)=[N+](C)C)C.[B-](F)(F)(F)F.C(N(C(C)C)C(C)C)C. Given the product [CH3:1][C:2]1[CH:7]=[CH:6][CH:5]=[CH:4][C:3]=1[C:8]1[CH:9]=[CH:10][C:11]([CH2:14][NH:15][C:39]([C:35]2[N:36]([CH3:38])[CH:37]=[C:33]([NH:32][C:30]([C:25]3[C:24]([C:21]4[CH:20]=[CH:19][C:18]([C:17]([F:43])([F:16])[F:42])=[CH:23][CH:22]=4)=[CH:29][CH:28]=[CH:27][CH:26]=3)=[O:31])[CH:34]=2)=[O:40])=[CH:12][CH:13]=1, predict the reactants needed to synthesize it.